From a dataset of Reaction yield outcomes from USPTO patents with 853,638 reactions. Predict the reaction yield, written as a fraction of the theoretical maximum amount of product (1.0 means a 100% yield; for example, 0.34 means a 34% yield). (1) The reactants are [F:1][C:2]1[CH:3]=[C:4]([S:8]([C:11]2[CH:16]=[CH:15][C:14](F)=[CH:13][C:12]=2[N+:18]([O-:20])=[O:19])(=[O:10])=[O:9])[CH:5]=[CH:6][CH:7]=1.[NH:21]1[CH2:27][CH2:26][CH2:25][NH:24][CH2:23][CH2:22]1.C(=O)([O-])[O-].[K+].[K+].O. The catalyst is C(#N)C.C(Cl)Cl. The product is [F:1][C:2]1[CH:3]=[C:4]([S:8]([C:11]2[CH:16]=[CH:15][C:14]([N:21]3[CH2:27][CH2:26][CH2:25][NH:24][CH2:23][CH2:22]3)=[CH:13][C:12]=2[N+:18]([O-:20])=[O:19])(=[O:10])=[O:9])[CH:5]=[CH:6][CH:7]=1. The yield is 0.990. (2) The reactants are Cl[C:2]1[C:7]([N+:8]([O-:10])=[O:9])=[CH:6][N:5]=[C:4]2[CH:11]=[CH:12][S:13][C:3]=12.[C:14]([O:17][CH2:18][CH:19]1[CH:24]=[CH:23][C@H:22]([NH2:25])[CH2:21][O:20]1)(=[O:16])[CH3:15].C(N(CC)C(C)C)(C)C. The catalyst is C(O)(C)C. The product is [C:14]([O:17][CH2:18][CH:19]1[CH:24]=[CH:23][C@H:22]([NH:25][C:2]2[C:7]([N+:8]([O-:10])=[O:9])=[CH:6][N:5]=[C:4]3[CH:11]=[CH:12][S:13][C:3]=23)[CH2:21][O:20]1)(=[O:16])[CH3:15]. The yield is 0.830.